Dataset: Forward reaction prediction with 1.9M reactions from USPTO patents (1976-2016). Task: Predict the product of the given reaction. (1) Given the reactants O[Li].O.C([O:11][C:12]([CH:14]1[CH2:19][CH2:18][CH:17]([CH2:20][C:21]([F:27])([F:26])[C:22]([F:25])([F:24])[F:23])[CH2:16][CH2:15]1)=[O:13])C1C=CC=CC=1.Cl.CC(C)([O-])C.[K+], predict the reaction product. The product is: [F:26][C:21]([F:27])([C:22]([F:23])([F:25])[F:24])[CH2:20][CH:17]1[CH2:18][CH2:19][CH:14]([C:12]([OH:13])=[O:11])[CH2:15][CH2:16]1. (2) Given the reactants [F:1][C:2]1[CH:7]=[CH:6][CH:5]=[C:4]([F:8])[C:3]=1[C:9]1[N:14]=[CH:13][C:12](=O)[NH:11][N:10]=1.O=P(Cl)(Cl)[Cl:18].C(N(CC)CC)C, predict the reaction product. The product is: [Cl:18][C:12]1[N:11]=[N:10][C:9]([C:3]2[C:2]([F:1])=[CH:7][CH:6]=[CH:5][C:4]=2[F:8])=[N:14][CH:13]=1. (3) Given the reactants [Cl:1][C:2]1[C:7]([C:8](Cl)=[O:9])=[CH:6][C:5]([Cl:11])=[CH:4][N:3]=1.I.[NH2:13][C:14]([S:16][CH3:17])=[NH:15].C(N(CC)CC)C, predict the reaction product. The product is: [Cl:1][C:2]1[C:7]([C:8]([NH:15][C:14](=[NH:13])[S:16][CH3:17])=[O:9])=[CH:6][C:5]([Cl:11])=[CH:4][N:3]=1.